This data is from Full USPTO retrosynthesis dataset with 1.9M reactions from patents (1976-2016). The task is: Predict the reactants needed to synthesize the given product. (1) Given the product [Cl:14][C:15]1[CH:20]=[CH:19][C:18]([S:21][C:2]2[C:7]([F:8])=[C:6]([CH2:9][CH3:10])[N:5]=[CH:4][N:3]=2)=[CH:17][CH:16]=1, predict the reactants needed to synthesize it. The reactants are: Cl[C:2]1[C:7]([F:8])=[C:6]([CH2:9][CH3:10])[N:5]=[CH:4][N:3]=1.C(#N)C.[Cl:14][C:15]1[CH:20]=[CH:19][C:18]([SH:21])=[CH:17][CH:16]=1.C(N(C(C)C)CC)(C)C. (2) The reactants are: [Cl:1][C:2]1[C:3]([C:14]([O:16][CH3:17])=[O:15])=[N:4][C:5]([Cl:13])=[C:6]([O:11][CH3:12])[C:7]=1[N+:8]([O-])=O.Cl[Sn]Cl.C(=O)(O)[O-].[Na+]. Given the product [NH2:8][C:7]1[C:6]([O:11][CH3:12])=[C:5]([Cl:13])[N:4]=[C:3]([C:14]([O:16][CH3:17])=[O:15])[C:2]=1[Cl:1], predict the reactants needed to synthesize it. (3) Given the product [Cl:1][C:2]1[C:9]([N+:11]([O-:13])=[O:12])=[CH:8][C:5]([C:6]#[N:7])=[C:4]([F:10])[CH:3]=1, predict the reactants needed to synthesize it. The reactants are: [Cl:1][C:2]1[CH:9]=[CH:8][C:5]([C:6]#[N:7])=[C:4]([F:10])[CH:3]=1.[N+:11]([O-])([OH:13])=[O:12]. (4) Given the product [Br:17][C:15]1[S:14][C:11]2=[CH:12][N:13]=[C:8]([C:6]([NH:19][CH2:20][C:21]([OH:23])=[O:22])=[O:7])[C:9]([OH:18])=[C:10]2[CH:16]=1, predict the reactants needed to synthesize it. The reactants are: C(O[C:6]([C:8]1[C:9]([OH:18])=[C:10]2[CH:16]=[C:15]([Br:17])[S:14][C:11]2=[CH:12][N:13]=1)=[O:7])CCC.[NH2:19][CH2:20][C:21]([OH:23])=[O:22]. (5) Given the product [CH3:2][C:3]1[CH:8]=[C:7]([CH3:9])[CH:6]=[CH:5][C:4]=1[C:10]([CH:12]1[CH2:13][CH2:14][N:15]([C:29]([C:28]2[CH:27]=[CH:26][C:25]([N:20]3[C@H:19]([CH3:18])[CH2:23][O:22][C:21]3=[O:24])=[CH:33][CH:32]=2)=[O:30])[CH2:16][CH2:17]1)=[O:11], predict the reactants needed to synthesize it. The reactants are: Cl.[CH3:2][C:3]1[CH:8]=[C:7]([CH3:9])[CH:6]=[CH:5][C:4]=1[C:10]([CH:12]1[CH2:17][CH2:16][NH:15][CH2:14][CH2:13]1)=[O:11].[CH3:18][C@@H:19]1[CH2:23][O:22][C:21](=[O:24])[N:20]1[C:25]1[CH:33]=[CH:32][C:28]([C:29](O)=[O:30])=[CH:27][CH:26]=1. (6) Given the product [C:1]([N:8]1[CH2:13][CH2:12][N:11]([C:14]2[CH:19]=[CH:18][CH:17]=[CH:16][C:15]=2[O:20][CH2:27][CH:28]([CH3:30])[CH3:29])[CH2:10][CH2:9]1)([O:3][C:4]([CH3:7])([CH3:6])[CH3:5])=[O:2], predict the reactants needed to synthesize it. The reactants are: [C:1]([N:8]1[CH2:13][CH2:12][N:11]([C:14]2[CH:19]=[CH:18][CH:17]=[CH:16][C:15]=2[OH:20])[CH2:10][CH2:9]1)([O:3][C:4]([CH3:7])([CH3:6])[CH3:5])=[O:2].C([O-])([O-])=O.[K+].[K+].[CH2:27](I)[CH:28]([CH3:30])[CH3:29].